This data is from Reaction yield outcomes from USPTO patents with 853,638 reactions. The task is: Predict the reaction yield, written as a fraction of the theoretical maximum amount of product (1.0 means a 100% yield; for example, 0.34 means a 34% yield). (1) The reactants are [C:1]1([CH3:30])[CH:6]=[CH:5][C:4]([S:7]([NH:10][C:11]2[CH:12]=[C:13]([CH:16]=[CH:17][C:18]=2[NH:19][S:20]([C:23]2[CH:28]=[CH:27][C:26]([CH3:29])=[CH:25][CH:24]=2)(=[O:22])=[O:21])[C:14]#[N:15])(=[O:9])=[O:8])=[CH:3][CH:2]=1.[OH:31]S(O)(=O)=O.[C:36](O)([CH3:39])([CH3:38])[CH3:37]. No catalyst specified. The product is [C:36]([NH:15][C:14](=[O:31])[C:13]1[CH:16]=[CH:17][C:18]([NH:19][S:20]([C:23]2[CH:28]=[CH:27][C:26]([CH3:29])=[CH:25][CH:24]=2)(=[O:22])=[O:21])=[C:11]([NH:10][S:7]([C:4]2[CH:3]=[CH:2][C:1]([CH3:30])=[CH:6][CH:5]=2)(=[O:8])=[O:9])[CH:12]=1)([CH3:39])([CH3:38])[CH3:37]. The yield is 0.470. (2) The reactants are [Br:1][C:2]1[C:3](=[O:18])[NH:4][CH:5]=[CH:6][C:7]=1[O:8][CH2:9][C:10]1[CH:15]=[CH:14][C:13]([F:16])=[CH:12][C:11]=1[F:17].C([O-])([O-])=O.[K+].[K+].[Br:25][CH2:26][C:27]1[CH:32]=[CH:31][CH:30]=[C:29]([CH2:33]Br)[C:28]=1[F:35]. The catalyst is CN(C=O)C. The product is [Br:1][C:2]1[C:3](=[O:18])[N:4]([CH2:33][C:29]2[CH:30]=[CH:31][CH:32]=[C:27]([CH2:26][Br:25])[C:28]=2[F:35])[CH:5]=[CH:6][C:7]=1[O:8][CH2:9][C:10]1[CH:15]=[CH:14][C:13]([F:16])=[CH:12][C:11]=1[F:17]. The yield is 0.490. (3) The reactants are [Cl:1][CH2:2][CH2:3][CH2:4][S:5]([O:8][CH2:9][C:10]([CH3:26])([CH3:25])[C@@H:11]([O:15][CH2:16][C:17]1[CH:22]=[CH:21][C:20]([O:23][CH3:24])=[CH:19][CH:18]=1)[C:12]([OH:14])=[O:13])(=[O:7])=[O:6].C(Cl)(=O)C(Cl)=O.[N:33]1[CH:38]=[CH:37][CH:36]=[C:35]([CH2:39]O)[CH:34]=1. The catalyst is ClCCl. The product is [Cl:1][CH2:2][CH2:3][CH2:4][S:5]([O:8][CH2:9][C:10]([CH3:26])([CH3:25])[C@@H:11]([O:15][CH2:16][C:17]1[CH:22]=[CH:21][C:20]([O:23][CH3:24])=[CH:19][CH:18]=1)[C:12]([O:14][CH2:39][C:35]1[CH:34]=[N:33][CH:38]=[CH:37][CH:36]=1)=[O:13])(=[O:7])=[O:6]. The yield is 0.500.